Dataset: Full USPTO retrosynthesis dataset with 1.9M reactions from patents (1976-2016). Task: Predict the reactants needed to synthesize the given product. Given the product [Cl:3][C:4]1[C:5]2[N:6]([C:10]([C@@H:29]3[CH2:30][C@H:31]([OH:33])[CH2:32]3)=[N:11][C:12]=2[C:13]2[CH:22]=[C:21]3[C:16]([CH:17]=[CH:18][C:19]([C:23]4[CH:28]=[CH:27][CH:26]=[CH:25][CH:24]=4)=[N:20]3)=[CH:15][CH:14]=2)[CH:7]=[CH:8][N:9]=1, predict the reactants needed to synthesize it. The reactants are: [BH4-].[Na+].[Cl:3][C:4]1[C:5]2[N:6]([C:10]([CH:29]3[CH2:32][C:31](=[O:33])[CH2:30]3)=[N:11][C:12]=2[C:13]2[CH:22]=[C:21]3[C:16]([CH:17]=[CH:18][C:19]([C:23]4[CH:28]=[CH:27][CH:26]=[CH:25][CH:24]=4)=[N:20]3)=[CH:15][CH:14]=2)[CH:7]=[CH:8][N:9]=1.